From a dataset of Full USPTO retrosynthesis dataset with 1.9M reactions from patents (1976-2016). Predict the reactants needed to synthesize the given product. (1) Given the product [Cl:1][C:2]1[CH:26]=[CH:25][C:5]([CH2:6][NH:7][C:8]([C:10]2[C:19](=[O:20])[C:18]3[CH:17]=[C:16]([C:69]([O:58][CH2:56][CH3:57])=[O:70])[C:15]([O:22][CH3:23])=[N:14][C:13]=3[N:12]([CH3:24])[CH:11]=2)=[O:9])=[CH:4][CH:3]=1, predict the reactants needed to synthesize it. The reactants are: [Cl:1][C:2]1[CH:26]=[CH:25][C:5]([CH2:6][NH:7][C:8]([C:10]2[C:19](=[O:20])[C:18]3[C:13](=[N:14][C:15]([O:22][CH3:23])=[C:16](I)[CH:17]=3)[N:12]([CH3:24])[CH:11]=2)=[O:9])=[CH:4][CH:3]=1.C1C=CC(P(C2C=CC=CC=2)CCCP(C2C=CC=CC=2)C2C=CC=CC=2)=CC=1.[CH2:56]([OH:58])[CH3:57].C(N(CC)CC)C.CN([CH:69]=[O:70])C. (2) Given the product [CH2:1]([O:8][C@@H:9]1[CH2:14][CH2:13][CH2:12][CH2:11][C@H:10]1[N:15]1[C:19]([C:20]2[CH:21]=[CH:22][CH:23]=[CH:24][CH:25]=2)=[C:18]([C:26]([N:56]2[CH2:55][CH2:54][N:53]([C:59]([O:61][C:62]([CH3:65])([CH3:64])[CH3:63])=[O:60])[CH2:58][CH2:57]2)=[O:27])[NH:17][C:16]1=[O:29])[C:2]1[CH:3]=[CH:4][CH:5]=[CH:6][CH:7]=1, predict the reactants needed to synthesize it. The reactants are: [CH2:1]([O:8][C@@H:9]1[CH2:14][CH2:13][CH2:12][CH2:11][C@H:10]1[N:15]1[C:19]([C:20]2[CH:25]=[CH:24][CH:23]=[CH:22][CH:21]=2)=[C:18]([C:26](O)=[O:27])[NH:17][C:16]1=[O:29])[C:2]1[CH:7]=[CH:6][CH:5]=[CH:4][CH:3]=1.C(Cl)CCl.C1C=CC2N(O)N=NC=2C=1.CCN(C(C)C)C(C)C.[N:53]1([C:59]([O:61][C:62]([CH3:65])([CH3:64])[CH3:63])=[O:60])[CH2:58][CH2:57][NH:56][CH2:55][CH2:54]1. (3) Given the product [C:1]([O:5][C:6]([NH:8][CH:9]([C:16]1[CH:17]=[CH:18][CH:19]=[CH:20][CH:21]=1)[CH2:10][CH2:11][C:12]([O:14][CH3:15])=[O:13])=[O:7])([CH3:4])([CH3:2])[CH3:3], predict the reactants needed to synthesize it. The reactants are: [C:1]([O:5][C:6]([NH:8][CH:9]([C:16]1[CH:21]=[CH:20][CH:19]=[CH:18][CH:17]=1)[CH:10]=[CH:11][C:12]([O:14][CH3:15])=[O:13])=[O:7])([CH3:4])([CH3:3])[CH3:2].[H][H]. (4) Given the product [C:44]([C:41]1[CH:40]=[CH:39][C:38]([O:37][CH2:36][C:35]([NH:34][C:33]2[CH:49]=[CH:50][N:29]([C@@H:27]3[O:28][C@H:24]([CH2:23][OH:22])[C@@H:25]([O:51][C:52]([O:54][C:55]4[CH:60]=[CH:59][C:58]([N+:61]([O-:63])=[O:62])=[CH:57][CH:56]=4)=[O:53])[CH2:26]3)[C:30](=[O:31])[N:32]=2)=[O:48])=[CH:43][CH:42]=1)([CH3:47])([CH3:45])[CH3:46], predict the reactants needed to synthesize it. The reactants are: COC1C=CC(C([O:22][CH2:23][C@H:24]2[O:28][C@@H:27]([N:29]3[CH:50]=[CH:49][C:33]([NH:34][C:35](=[O:48])[CH2:36][O:37][C:38]4[CH:43]=[CH:42][C:41]([C:44]([CH3:47])([CH3:46])[CH3:45])=[CH:40][CH:39]=4)=[N:32][C:30]3=[O:31])[CH2:26][C@@H:25]2[O:51][C:52]([O:54][C:55]2[CH:60]=[CH:59][C:58]([N+:61]([O-:63])=[O:62])=[CH:57][CH:56]=2)=[O:53])(C2C=CC=CC=2)C2C=CC(OC)=CC=2)=CC=1.C1(C)C=CC(S(O)(=O)=O)=CC=1. (5) Given the product [CH3:28][CH:29]1[CH2:34][CH2:33][CH:32]([NH:35][S:36]([NH:39][C:54](=[O:55])[O:27][CH2:26][CH2:25][CH2:24][C:14]2[CH:15]=[CH:16][C:17]([O:19][CH2:20][CH2:21][O:22][CH3:23])=[CH:18][C:13]=2[O:12][C:3]2[C:2]([Cl:1])=[CH:7][C:6]([C:8]([F:9])([F:11])[F:10])=[CH:5][N:4]=2)(=[O:38])=[O:37])[CH2:31][CH2:30]1, predict the reactants needed to synthesize it. The reactants are: [Cl:1][C:2]1[C:3]([O:12][C:13]2[CH:18]=[C:17]([O:19][CH2:20][CH2:21][O:22][CH3:23])[CH:16]=[CH:15][C:14]=2[CH2:24][CH2:25][CH2:26][OH:27])=[N:4][CH:5]=[C:6]([C:8]([F:11])([F:10])[F:9])[CH:7]=1.[CH3:28][CH:29]1[CH2:34][CH2:33][CH:32]([NH:35][S:36]([NH2:39])(=[O:38])=[O:37])[CH2:31][CH2:30]1.N12CCCN=C1CCCCC2.Cl.CN(C)[CH:54]=[O:55]. (6) Given the product [F:24][C:19]1[CH:20]=[C:21]2[C:16](=[CH:17][CH:18]=1)[N:15]=[C:14]([CH2:10][CH2:11][C:12]#[C:13][C:2]1[CH:7]=[CH:6][CH:5]=[C:4]([CH2:8][F:9])[N:3]=1)[CH:23]=[N:22]2, predict the reactants needed to synthesize it. The reactants are: Br[C:2]1[CH:7]=[CH:6][CH:5]=[C:4]([CH2:8][F:9])[N:3]=1.[CH2:10]([C:14]1[CH:23]=[N:22][C:21]2[C:16](=[CH:17][CH:18]=[C:19]([F:24])[CH:20]=2)[N:15]=1)[CH2:11][C:12]#[CH:13].